This data is from Forward reaction prediction with 1.9M reactions from USPTO patents (1976-2016). The task is: Predict the product of the given reaction. (1) The product is: [O:14]1[C@H:11]([C@@H:10]([O:9][C:8]2[CH:25]=[CH:26][CH:27]=[CH:28][C:7]=2[O:6][CH2:4][CH3:5])[C:19]2[CH:24]=[CH:23][CH:22]=[CH:21][CH:20]=2)[CH2:12]1. Given the reactants [OH-].[Na+].O.[CH2:4]([O:6][C:7]1[CH:28]=[CH:27][CH:26]=[CH:25][C:8]=1[O:9][C@@H:10]([C:19]1[CH:24]=[CH:23][CH:22]=[CH:21][CH:20]=1)[C@H:11]([O:14]S(C)(=O)=O)[CH2:12]O)[CH3:5], predict the reaction product. (2) Given the reactants [OH-].[Na+].[F:3][CH2:4][C@@:5]1([C:48]([O:50]CC2C=CC=CC=2)=[O:49])[CH2:10][CH2:9][C:8]([C:11]2[C:12]([CH3:47])([CH3:46])[C@H:13]3[C@:26]([CH3:29])([CH2:27][CH:28]=2)[C@@H:25]2[C@:16]([CH3:45])([C@@:17]4([CH3:44])[C@H:22]([CH2:23][CH2:24]2)[C@H:21]2[C@H:30]([C:33]([CH3:35])=[CH2:34])[CH2:31][CH2:32][C@:20]2([NH:36][CH2:37][CH2:38][CH2:39][C:40]([OH:43])([CH3:42])[CH3:41])[CH2:19][CH2:18]4)[CH2:15][CH2:14]3)=[CH:7][CH2:6]1, predict the reaction product. The product is: [F:3][CH2:4][C@@:5]1([C:48]([OH:50])=[O:49])[CH2:10][CH2:9][C:8]([C:11]2[C:12]([CH3:47])([CH3:46])[C@H:13]3[C@:26]([CH3:29])([CH2:27][CH:28]=2)[C@@H:25]2[C@:16]([CH3:45])([C@@:17]4([CH3:44])[C@H:22]([CH2:23][CH2:24]2)[C@H:21]2[C@H:30]([C:33]([CH3:35])=[CH2:34])[CH2:31][CH2:32][C@:20]2([NH:36][CH2:37][CH2:38][CH2:39][C:40]([OH:43])([CH3:41])[CH3:42])[CH2:19][CH2:18]4)[CH2:15][CH2:14]3)=[CH:7][CH2:6]1. (3) Given the reactants [O:1]([C:8]1[C:13]2[C:14]([NH2:17])=[N:15][NH:16][C:12]=2[CH:11]=[CH:10][N:9]=1)[C:2]1[CH:7]=[CH:6][CH:5]=[CH:4][CH:3]=1.[CH:18]([CH:20]1[CH2:25][CH2:24][N:23]([C:26]([O:28][C:29]([CH3:32])([CH3:31])[CH3:30])=[O:27])[CH2:22][CH2:21]1)=O.C(O[BH-](OC(=O)C)OC(=O)C)(=O)C.[Na+].C(O)(=O)C, predict the reaction product. The product is: [O:1]([C:8]1[C:13]2[C:14]([NH:17][CH2:18][CH:20]3[CH2:25][CH2:24][N:23]([C:26]([O:28][C:29]([CH3:30])([CH3:32])[CH3:31])=[O:27])[CH2:22][CH2:21]3)=[N:15][NH:16][C:12]=2[CH:11]=[CH:10][N:9]=1)[C:2]1[CH:3]=[CH:4][CH:5]=[CH:6][CH:7]=1. (4) Given the reactants [OH:1][C@H:2]1[CH2:7][CH2:6][C@H:5]([C:8]([O:10][CH3:11])=[O:9])[CH2:4][CH2:3]1.O[C:13]1[CH:25]=[CH:24][C:16]([C:17]([O:19][C:20]([CH3:23])([CH3:22])[CH3:21])=[O:18])=[CH:15][CH:14]=1.C1(P(C2C=CC=CC=2)C2C=CC=CC=2)C=CC=CC=1.N(C(OC(C)C)=O)=NC(OC(C)C)=O, predict the reaction product. The product is: [CH3:11][O:10][C:8]([C@@H:5]1[CH2:4][CH2:3][C@H:2]([O:1][C:13]2[CH:25]=[CH:24][C:16]([C:17]([O:19][C:20]([CH3:21])([CH3:22])[CH3:23])=[O:18])=[CH:15][CH:14]=2)[CH2:7][CH2:6]1)=[O:9]. (5) Given the reactants [Br:1][C:2]1[CH:3]=[C:4]2[C:8](=[CH:9][CH:10]=1)[NH:7][CH2:6][CH2:5]2.[CH3:11][C:12]([O:15][C:16](O[C:16]([O:15][C:12]([CH3:14])([CH3:13])[CH3:11])=[O:17])=[O:17])([CH3:14])[CH3:13], predict the reaction product. The product is: [Br:1][C:2]1[CH:3]=[C:4]2[C:8](=[CH:9][CH:10]=1)[N:7]([C:16]([O:15][C:12]([CH3:14])([CH3:13])[CH3:11])=[O:17])[CH2:6][CH2:5]2.